This data is from Reaction yield outcomes from USPTO patents with 853,638 reactions. The task is: Predict the reaction yield, written as a fraction of the theoretical maximum amount of product (1.0 means a 100% yield; for example, 0.34 means a 34% yield). (1) The reactants are [CH3:1][O:2][C:3]1[CH:4]=[CH:5][CH:6]=[C:7]2[C:11]=1[N:10]([CH3:12])[CH:9]=[C:8]2[CH:13]=O.[CH3:15][N:16]1C2C(=CC=CC=2)C(C)=C1C=O. No catalyst specified. The product is [CH3:1][O:2][C:3]1[CH:4]=[CH:5][CH:6]=[C:7]2[C:11]=1[N:10]([CH3:12])[CH:9]=[C:8]2[CH2:13][NH:16][CH3:15]. The yield is 0.940. (2) The catalyst is ClCCl.CN(C=O)C. The reactants are [C:1]([C:5]1[CH:24]=[CH:23][C:8]([C:9]([NH:11][C:12]2[CH:18]=[C:17]([NH:19][C:20](=[O:22])[CH3:21])[CH:16]=[CH:15][C:13]=2[NH2:14])=[O:10])=[CH:7][CH:6]=1)([CH3:4])([CH3:3])[CH3:2].[NH:25]1[C:33]2[C:28](=[CH:29][CH:30]=[C:31]([C:34](O)=[O:35])[CH:32]=2)[CH:27]=[CH:26]1.F[P-](F)(F)(F)(F)F.Br[P+](N1CCCC1)(N1CCCC1)N1CCCC1.C(N(CC)C(C)C)(C)C. The product is [C:20]([NH:19][C:17]1[CH:18]=[C:12]([NH:11][C:9](=[O:10])[C:8]2[CH:23]=[CH:24][C:5]([C:1]([CH3:4])([CH3:2])[CH3:3])=[CH:6][CH:7]=2)[C:13]([NH:14][C:34]([C:31]2[CH:32]=[C:33]3[C:28]([CH:27]=[CH:26][NH:25]3)=[CH:29][CH:30]=2)=[O:35])=[CH:15][CH:16]=1)(=[O:22])[CH3:21]. The yield is 0.710. (3) The reactants are C[O:2][C:3]([C:5]1[CH:32]=[CH:31][C:8]([CH2:9][NH:10][CH2:11][CH2:12][N:13]2[CH:22]([CH2:23][C:24]3[CH:29]=[CH:28][C:27]([F:30])=[CH:26][CH:25]=3)[CH2:21][C:20]3[C:15](=[CH:16][CH:17]=[CH:18][CH:19]=3)[CH2:14]2)=[CH:7][CH:6]=1)=[O:4].Cl. The catalyst is [OH-].[Na+].C(O)C. The product is [F:30][C:27]1[CH:26]=[CH:25][C:24]([CH2:23][CH:22]2[CH2:21][C:20]3[C:15](=[CH:16][CH:17]=[CH:18][CH:19]=3)[CH2:14][N:13]2[CH2:12][CH2:11][NH:10][CH2:9][C:8]2[CH:7]=[CH:6][C:5]([C:3]([OH:4])=[O:2])=[CH:32][CH:31]=2)=[CH:29][CH:28]=1. The yield is 0.760. (4) The reactants are [C:1]([C:5]1[NH:6][C:7]2[C:12]([CH:13]=1)=[CH:11][C:10]([N+:14]([O-])=O)=[CH:9][C:8]=2[C:17]#[N:18])([CH3:4])([CH3:3])[CH3:2].[BH4-].[Na+]. The catalyst is CO. The product is [NH2:14][C:10]1[CH:11]=[C:12]2[C:7](=[C:8]([C:17]#[N:18])[CH:9]=1)[NH:6][C:5]([C:1]([CH3:4])([CH3:3])[CH3:2])=[CH:13]2. The yield is 0.320. (5) The reactants are [Cl:1][C:2]1[CH:7]=[CH:6][C:5]([CH:8]([OH:22])[C:9]#[C:10][C:11]2([OH:21])[CH2:20][CH2:19][C:14]3([O:18][CH2:17][CH2:16][O:15]3)[CH2:13][CH2:12]2)=[CH:4][CH:3]=1. The catalyst is ClCCl.[O-2].[O-2].[Mn+4]. The product is [Cl:1][C:2]1[CH:7]=[CH:6][C:5]([C:8](=[O:22])[C:9]#[C:10][C:11]2([OH:21])[CH2:20][CH2:19][C:14]3([O:15][CH2:16][CH2:17][O:18]3)[CH2:13][CH2:12]2)=[CH:4][CH:3]=1. The yield is 0.710. (6) The reactants are [OH:1][C:2]1[CH:10]=[CH:9][C:5]([C:6]([OH:8])=O)=[CH:4][C:3]=1[O:11][CH3:12].S(Cl)(Cl)=O.[CH:17]1[N:25]2[C:20]([C:21]3([CH2:34][CH2:33][NH:32][CH2:31][CH2:30]3)[O:22][C:23]3[CH:29]=[CH:28][CH:27]=[CH:26][C:24]=32)=[CH:19][CH:18]=1.C(N(CC)CC)C. The product is [OH:1][C:2]1[CH:10]=[CH:9][C:5]([C:6]([N:32]2[CH2:31][CH2:30][C:21]3([O:22][C:23]4[CH:29]=[CH:28][CH:27]=[CH:26][C:24]=4[N:25]4[CH:17]=[CH:18][CH:19]=[C:20]34)[CH2:34][CH2:33]2)=[O:8])=[CH:4][C:3]=1[O:11][CH3:12]. The yield is 0.560. The catalyst is ClCCl.CN(C=O)C.O1CCOCC1. (7) The reactants are [CH:1]1([C:7]2[CH:25]=[CH:24][C:10]([CH2:11][NH:12][C:13]3[CH:22]=[CH:21][C:16]([C:17]([O:19][CH3:20])=[O:18])=[C:15]([OH:23])[CH:14]=3)=[CH:9][CH:8]=2)[CH2:6][CH2:5][CH2:4][CH2:3][CH2:2]1.[O:26]([C:33]1[CH:41]=[CH:40][C:36]([C:37](Cl)=[O:38])=[CH:35][CH:34]=1)[C:27]1[CH:32]=[CH:31][CH:30]=[CH:29][CH:28]=1. No catalyst specified. The product is [CH:1]1([C:7]2[CH:25]=[CH:24][C:10]([CH2:11][N:12]([C:13]3[CH:22]=[CH:21][C:16]([C:17]([O:19][CH3:20])=[O:18])=[C:15]([OH:23])[CH:14]=3)[C:37](=[O:38])[C:36]3[CH:35]=[CH:34][C:33]([O:26][C:27]4[CH:32]=[CH:31][CH:30]=[CH:29][CH:28]=4)=[CH:41][CH:40]=3)=[CH:9][CH:8]=2)[CH2:6][CH2:5][CH2:4][CH2:3][CH2:2]1. The yield is 0.240. (8) The reactants are [NH2:1][C:2]1[CH:7]=[CH:6][C:5]([N:8]2[CH2:11][CH:10]([OH:12])[CH2:9]2)=[C:4]([F:13])[CH:3]=1.N1C=CC=CC=1.Cl[C:21]([O:23][C:24]1[CH:29]=[CH:28][CH:27]=[CH:26][CH:25]=1)=[O:22]. The catalyst is CC(C)=O. The product is [F:13][C:4]1[CH:3]=[C:2]([NH:1][C:21](=[O:22])[O:23][C:24]2[CH:29]=[CH:28][CH:27]=[CH:26][CH:25]=2)[CH:7]=[CH:6][C:5]=1[N:8]1[CH2:9][CH:10]([OH:12])[CH2:11]1. The yield is 0.760. (9) The reactants are [NH2:1][C:2]1[C:11]2[CH:10]=[CH:9][CH:8]=[C:7](Br)[C:6]=2[N:5]=[C:4]2[CH2:13][N:14]([CH:17]3[CH2:20][CH2:19][CH2:18]3)[C:15](=[O:16])[C:3]=12.B(O)O.[CH3:24][O:25][C:26]1[CH:31]=[CH:30][C:29]([O:32][CH3:33])=[CH:28][C:27]=1B(O)O. No catalyst specified. The product is [NH2:1][C:2]1[C:11]2[CH:10]=[CH:9][CH:8]=[C:7]([C:30]3[CH:31]=[C:26]([O:25][CH3:24])[CH:27]=[CH:28][C:29]=3[O:32][CH3:33])[C:6]=2[N:5]=[C:4]2[CH2:13][N:14]([CH:17]3[CH2:20][CH2:19][CH2:18]3)[C:15](=[O:16])[C:3]=12. The yield is 0.340.